Dataset: Full USPTO retrosynthesis dataset with 1.9M reactions from patents (1976-2016). Task: Predict the reactants needed to synthesize the given product. (1) Given the product [C:2]([C:4]1[CH:9]=[CH:8][C:7]([N:10]2[C:15](=[O:16])[C:14]([CH2:17][C:18]3[CH:19]=[CH:20][C:21]([C:24]4[CH:29]=[CH:28][CH:27]=[CH:26][C:25]=4[C:30]4[NH:34][C:33](=[O:35])[O:32][N:31]=4)=[CH:22][CH:23]=3)=[C:13]([CH2:36][CH2:37][CH3:38])[N:12]3[N:39]=[CH:40][N:41]=[C:11]23)=[CH:6][CH:5]=1)(=[O:1])[CH3:3], predict the reactants needed to synthesize it. The reactants are: [OH:1][CH:2]([C:4]1[CH:9]=[CH:8][C:7]([N:10]2[C:15](=[O:16])[C:14]([CH2:17][C:18]3[CH:23]=[CH:22][C:21]([C:24]4[CH:29]=[CH:28][CH:27]=[CH:26][C:25]=4[C:30]4[NH:34][C:33](=[O:35])[O:32][N:31]=4)=[CH:20][CH:19]=3)=[C:13]([CH2:36][CH2:37][CH3:38])[N:12]3[N:39]=[CH:40][N:41]=[C:11]23)=[CH:6][CH:5]=1)[CH3:3].[BH4-].[Na+]. (2) The reactants are: C[O:2][C:3](=[O:35])[C:4]1[CH:9]=[CH:8][C:7]([O:10][CH2:11][CH:12]([C:19]2[N:20]([C:28]3[CH:33]=[CH:32][C:31]([Cl:34])=[CH:30][CH:29]=3)[N:21]=[C:22]3[C:27]=2[CH2:26][CH2:25][CH2:24][CH2:23]3)[CH:13]2[CH2:18][CH2:17][CH2:16][CH2:15][CH2:14]2)=[N:6][CH:5]=1.[OH-].[Na+]. Given the product [Cl:34][C:31]1[CH:32]=[CH:33][C:28]([N:20]2[C:19]([CH:12]([CH:13]3[CH2:18][CH2:17][CH2:16][CH2:15][CH2:14]3)[CH2:11][O:10][C:7]3[CH:8]=[CH:9][C:4]([C:3]([OH:35])=[O:2])=[CH:5][N:6]=3)=[C:27]3[C:22]([CH2:23][CH2:24][CH2:25][CH2:26]3)=[N:21]2)=[CH:29][CH:30]=1, predict the reactants needed to synthesize it. (3) Given the product [F:34][C:2]([F:1])([F:33])[O:3][C:4]1[CH:5]=[CH:6][C:7]([S:10]([NH:13][C:14]2[CH:19]=[CH:18][C:17]([C:20]3[C:29]4[C:24](=[CH:25][CH:26]=[C:27]([Cl:30])[CH:28]=4)[CH:23]=[CH:22][N:21]=3)=[CH:16][C:15]=2[O:31][CH3:32])(=[O:11])=[O:12])=[CH:8][CH:9]=1, predict the reactants needed to synthesize it. The reactants are: [F:1][C:2]([F:34])([F:33])[O:3][C:4]1[CH:9]=[CH:8][C:7]([S:10]([NH:13][C:14]2[CH:19]=[CH:18][C:17]([C:20]3[C:29]4[C:24](=[CH:25][CH:26]=[C:27]([Cl:30])[CH:28]=4)[CH2:23][CH2:22][N:21]=3)=[CH:16][C:15]=2[O:31][CH3:32])(=[O:12])=[O:11])=[CH:6][CH:5]=1. (4) Given the product [C:1]([O:5][C:6](=[O:16])[NH:7][C:8]1[C:13]([CH3:23])=[N:12][C:11]([O:20][CH3:17])=[CH:10][N:9]=1)([CH3:4])([CH3:3])[CH3:2], predict the reactants needed to synthesize it. The reactants are: [C:1]([O:5][C:6](=[O:16])[NH:7][C:8]1[CH:13]=[N:12][C:11](CBr)=[CH:10][N:9]=1)([CH3:4])([CH3:3])[CH3:2].[C:17]([O-:20])([O-])=O.[K+].[K+].[CH3:23]O. (5) Given the product [Br:12][C:13]1[S:14][C:15]([C:5](=[O:10])[CH2:6][CH2:7][CH2:8][CH3:9])=[CH:16][CH:17]=1, predict the reactants needed to synthesize it. The reactants are: [Cl-].[Al+3].[Cl-].[Cl-].[C:5](Cl)(=[O:10])[CH2:6][CH2:7][CH2:8][CH3:9].[Br:12][C:13]1[S:14][CH:15]=[CH:16][CH:17]=1.